Dataset: Full USPTO retrosynthesis dataset with 1.9M reactions from patents (1976-2016). Task: Predict the reactants needed to synthesize the given product. (1) Given the product [F:22][C:19]1[CH:20]=[CH:21][C:16]([C:6]2[C:7]3[C:12](=[CH:11][CH:10]=[C:9]([C:13]([O:29][CH2:27][CH3:28])=[O:14])[CH:8]=3)[NH:4][N:5]=2)=[CH:17][CH:18]=1, predict the reactants needed to synthesize it. The reactants are: C([N:4]1[C:12]2[C:7](=[CH:8][C:9]([C:13](Cl)=[O:14])=[CH:10][CH:11]=2)[C:6]([C:16]2[CH:21]=[CH:20][C:19]([F:22])=[CH:18][CH:17]=2)=[N:5]1)(=O)C.N1[CH:28]=[CH:27]C=CC=1.[OH-:29].[NH4+].O. (2) Given the product [Cl:1][C:2]1[N:7]=[C:6]([C:9]2[CH:14]=[CH:13][CH:12]=[CH:11][CH:10]=2)[CH:5]=[CH:4][N:3]=1, predict the reactants needed to synthesize it. The reactants are: [Cl:1][C:2]1[N:7]=[C:6](Cl)[CH:5]=[CH:4][N:3]=1.[C:9]1(B(O)O)[CH:14]=[CH:13][CH:12]=[CH:11][CH:10]=1.C(=O)([O-])[O-].[K+].[K+].C(O)C.O. (3) Given the product [CH2:23]([NH:22][C:6](=[O:7])[C:5]1[CH:9]=[CH:10][C:2]([CH3:1])=[C:3]([B:11]2[O:15][C:14]([CH3:17])([CH3:16])[C:13]([CH3:19])([CH3:18])[O:12]2)[CH:4]=1)[CH3:24], predict the reactants needed to synthesize it. The reactants are: [CH3:1][C:2]1[CH:10]=[CH:9][C:5]([C:6](O)=[O:7])=[CH:4][C:3]=1[B:11]1[O:15][C:14]([CH3:17])([CH3:16])[C:13]([CH3:19])([CH3:18])[O:12]1.Cl.C[N:22](C)[CH2:23][CH2:24]CN=C=NCC.ON1C2N=CC=CC=2N=N1.C(N)C.